From a dataset of Retrosynthesis with 50K atom-mapped reactions and 10 reaction types from USPTO. Predict the reactants needed to synthesize the given product. (1) Given the product Clc1cccc(-n2ccc(-c3ccccn3)c2)n1, predict the reactants needed to synthesize it. The reactants are: Clc1cccc(Cl)n1.c1ccc(-c2cc[nH]c2)nc1. (2) The reactants are: O=[N+]([O-])c1ccc(-c2nc3ccncc3o2)s1. Given the product Nc1ccc(-c2nc3ccncc3o2)s1, predict the reactants needed to synthesize it. (3) Given the product CC(C)c1c(-c2ccccn2)nc2cc(F)ccc2c1Nc1cc(N2CCOCC2)cnc1N1CCOCC1, predict the reactants needed to synthesize it. The reactants are: CC(C)c1c(-c2ccccn2)nc2cc(F)ccc2c1Cl.Nc1cc(N2CCOCC2)cnc1N1CCOCC1. (4) The reactants are: CC(=O)OC(C)=O.CCOC(=O)c1cnn2c1NCC=C2c1cccc(NC(=O)c2cccc(C(F)(F)F)c2)c1. Given the product CCOC(=O)c1cnn2c1N(C(C)=O)CC=C2c1cccc(NC(=O)c2cccc(C(F)(F)F)c2)c1, predict the reactants needed to synthesize it. (5) Given the product CN(C)CCOc1ccc2ccc(NC(=O)c3ccccc3)nc2n1, predict the reactants needed to synthesize it. The reactants are: CN(C)CCOc1ccc2ccc(N)nc2n1.O=C(O)c1ccccc1.